From a dataset of NCI-60 drug combinations with 297,098 pairs across 59 cell lines. Regression. Given two drug SMILES strings and cell line genomic features, predict the synergy score measuring deviation from expected non-interaction effect. (1) Drug 1: CCC1(C2=C(COC1=O)C(=O)N3CC4=CC5=C(C=CC(=C5CN(C)C)O)N=C4C3=C2)O.Cl. Drug 2: C1CCC(C(C1)N)N.C(=O)(C(=O)[O-])[O-].[Pt+4]. Cell line: HS 578T. Synergy scores: CSS=3.52, Synergy_ZIP=-1.95, Synergy_Bliss=1.30, Synergy_Loewe=1.43, Synergy_HSA=1.68. (2) Drug 1: CC1=C(C=C(C=C1)NC(=O)C2=CC=C(C=C2)CN3CCN(CC3)C)NC4=NC=CC(=N4)C5=CN=CC=C5. Drug 2: C1=NC2=C(N1)C(=S)N=CN2. Cell line: NCI-H226. Synergy scores: CSS=19.6, Synergy_ZIP=-5.26, Synergy_Bliss=0.901, Synergy_Loewe=-2.88, Synergy_HSA=1.74. (3) Drug 1: CCCS(=O)(=O)NC1=C(C(=C(C=C1)F)C(=O)C2=CNC3=C2C=C(C=N3)C4=CC=C(C=C4)Cl)F. Drug 2: C1CC(=O)NC(=O)C1N2CC3=C(C2=O)C=CC=C3N. Cell line: UACC62. Synergy scores: CSS=45.0, Synergy_ZIP=3.34, Synergy_Bliss=3.74, Synergy_Loewe=-4.50, Synergy_HSA=4.93. (4) Drug 1: C1CCN(CC1)CCOC2=CC=C(C=C2)C(=O)C3=C(SC4=C3C=CC(=C4)O)C5=CC=C(C=C5)O. Drug 2: C1CC(=O)NC(=O)C1N2C(=O)C3=CC=CC=C3C2=O. Cell line: U251. Synergy scores: CSS=1.65, Synergy_ZIP=-1.45, Synergy_Bliss=-2.12, Synergy_Loewe=-1.73, Synergy_HSA=-1.67. (5) Cell line: RPMI-8226. Drug 2: COC1=C2C(=CC3=C1OC=C3)C=CC(=O)O2. Drug 1: CC12CCC(CC1=CCC3C2CCC4(C3CC=C4C5=CN=CC=C5)C)O. Synergy scores: CSS=14.5, Synergy_ZIP=5.08, Synergy_Bliss=-1.54, Synergy_Loewe=-19.4, Synergy_HSA=-4.63. (6) Drug 1: C1=NC2=C(N=C(N=C2N1C3C(C(C(O3)CO)O)O)F)N. Drug 2: C1C(C(OC1N2C=NC(=NC2=O)N)CO)O. Cell line: LOX IMVI. Synergy scores: CSS=-2.44, Synergy_ZIP=-3.75, Synergy_Bliss=-7.45, Synergy_Loewe=-9.97, Synergy_HSA=-6.54. (7) Drug 1: CC1C(C(=O)NC(C(=O)N2CCCC2C(=O)N(CC(=O)N(C(C(=O)O1)C(C)C)C)C)C(C)C)NC(=O)C3=C4C(=C(C=C3)C)OC5=C(C(=O)C(=C(C5=N4)C(=O)NC6C(OC(=O)C(N(C(=O)CN(C(=O)C7CCCN7C(=O)C(NC6=O)C(C)C)C)C)C(C)C)C)N)C. Drug 2: C1=CC=C(C(=C1)C(C2=CC=C(C=C2)Cl)C(Cl)Cl)Cl. Cell line: SW-620. Synergy scores: CSS=25.0, Synergy_ZIP=0.767, Synergy_Bliss=6.10, Synergy_Loewe=-10.4, Synergy_HSA=5.27. (8) Drug 1: C1CC(=O)NC(=O)C1N2CC3=C(C2=O)C=CC=C3N. Drug 2: CN(C)N=NC1=C(NC=N1)C(=O)N. Cell line: OVCAR-8. Synergy scores: CSS=2.85, Synergy_ZIP=-1.00, Synergy_Bliss=0.272, Synergy_Loewe=-0.657, Synergy_HSA=-1.60. (9) Drug 1: CC(C1=C(C=CC(=C1Cl)F)Cl)OC2=C(N=CC(=C2)C3=CN(N=C3)C4CCNCC4)N. Drug 2: CC1CCC2CC(C(=CC=CC=CC(CC(C(=O)C(C(C(=CC(C(=O)CC(OC(=O)C3CCCCN3C(=O)C(=O)C1(O2)O)C(C)CC4CCC(C(C4)OC)O)C)C)O)OC)C)C)C)OC. Cell line: UO-31. Synergy scores: CSS=27.1, Synergy_ZIP=0.00872, Synergy_Bliss=0.626, Synergy_Loewe=-1.47, Synergy_HSA=2.70.